From a dataset of Forward reaction prediction with 1.9M reactions from USPTO patents (1976-2016). Predict the product of the given reaction. (1) The product is: [CH2:1]([O:3][C:4](=[O:5])[CH2:6][CH2:7][C:8]1[CH:9]=[C:10]2[C:14](=[CH:15][CH:16]=1)[NH:13][C:12]([C:17](=[O:19])[NH:22][CH2:64][CH2:63][CH2:62][CH2:61][CH2:60][CH2:59][C:58](=[O:66])[NH:57][O:56][CH:51]1[CH2:52][CH2:53][CH2:54][CH2:55][O:50]1)=[CH:11]2)[CH3:2]. Given the reactants [CH2:1]([O:3][C:4](/[CH:6]=[CH:7]/[C:8]1[CH:9]=[C:10]2[C:14](=[CH:15][CH:16]=1)[NH:13][C:12]([C:17]([OH:19])=O)=[CH:11]2)=[O:5])[CH3:2].CC[N:22]=C=NCCCN(C)C.Cl.Cl.CCN(CC)CC.C1C=CC2N(O)N=NC=2C=1.[O:50]1[CH2:55][CH2:54][CH2:53][CH2:52][CH:51]1[O:56][NH:57][C:58](=[O:66])[CH:59](N)[CH2:60][CH2:61][CH2:62][CH2:63][CH3:64].C(O)(=O)CC(CC(O)=O)(C(O)=O)O, predict the reaction product. (2) Given the reactants Cl[C:2]1[CH:7]=[CH:6][C:5]([CH:8]2[CH2:13][CH2:12][N:11]([S:14]([CH3:17])(=[O:16])=[O:15])[CH2:10][CH:9]2[OH:18])=[CH:4][CH:3]=1.[B:19]1([B:19]2[O:23][C:22]([CH3:25])([CH3:24])[C:21]([CH3:27])([CH3:26])[O:20]2)[O:23][C:22]([CH3:25])([CH3:24])[C:21]([CH3:27])([CH3:26])[O:20]1.CC(C1C=C(C(C)C)C(C2C=CC=CC=2P(C2CCCCC2)C2CCCCC2)=C(C(C)C)C=1)C.C([O-])(=O)C.[K+], predict the reaction product. The product is: [CH3:17][S:14]([N:11]1[CH2:12][CH2:13][CH:8]([C:5]2[CH:6]=[CH:7][C:2]([B:19]3[O:23][C:22]([CH3:25])([CH3:24])[C:21]([CH3:27])([CH3:26])[O:20]3)=[CH:3][CH:4]=2)[CH:9]([OH:18])[CH2:10]1)(=[O:16])=[O:15].